From a dataset of Full USPTO retrosynthesis dataset with 1.9M reactions from patents (1976-2016). Predict the reactants needed to synthesize the given product. (1) The reactants are: [CH3:1][O:2][C:3]1[CH:11]=[CH:10][C:9]([N+:12]([O-])=O)=[CH:8][C:4]=1[C:5]([NH2:7])=[O:6].[ClH:15]. Given the product [ClH:15].[NH2:12][C:9]1[CH:10]=[CH:11][C:3]([O:2][CH3:1])=[C:4]([CH:8]=1)[C:5]([NH2:7])=[O:6].[ClH:15], predict the reactants needed to synthesize it. (2) Given the product [CH3:18][O:17][C:15]1[CH:14]=[CH:13][C:9]([C:10]([NH2:20])=[O:11])=[CH:8][CH:16]=1, predict the reactants needed to synthesize it. The reactants are: C([C:8]1[CH:16]=[C:15]([O:17][CH3:18])[CH:14]=[CH:13][C:9]=1[C:10](O)=[O:11])C1C=CC=CC=1.C[N:20](C=O)C.C(Cl)(=O)C(Cl)=O.